This data is from Full USPTO retrosynthesis dataset with 1.9M reactions from patents (1976-2016). The task is: Predict the reactants needed to synthesize the given product. (1) Given the product [I:16][C:17]1[CH:21]=[CH:20][N:19]([C:23]([CH3:32])([CH3:31])[C:24]([O:26][C:27]([CH3:30])([CH3:29])[CH3:28])=[O:25])[N:18]=1, predict the reactants needed to synthesize it. The reactants are: C[Si]([N-][Si](C)(C)C)(C)C.[Na+].C1COCC1.[I:16][C:17]1[CH:21]=[CH:20][NH:19][N:18]=1.Br[C:23]([CH3:32])([CH3:31])[C:24]([O:26][C:27]([CH3:30])([CH3:29])[CH3:28])=[O:25]. (2) Given the product [CH:21]1([NH:20][C:18](=[O:19])[NH:17][C:14]2[CH:13]=[CH:12][C:11]([C:8]3[CH:7]=[C:6]([C:4]([OH:5])=[O:3])[O:10][N:9]=3)=[CH:16][CH:15]=2)[CH2:26][CH2:25][CH2:24][CH2:23][CH2:22]1, predict the reactants needed to synthesize it. The reactants are: C([O:3][C:4]([C:6]1[O:10][N:9]=[C:8]([C:11]2[CH:16]=[CH:15][C:14]([NH:17][C:18]([NH:20][CH:21]3[CH2:26][CH2:25][CH2:24][CH2:23][CH2:22]3)=[O:19])=[CH:13][CH:12]=2)[CH:7]=1)=[O:5])C.[K+].[Br-]. (3) Given the product [C:1]([C:4]1[CH:5]=[CH:6][C:7]([C:8]([NH:47][C:46]2[CH:48]=[CH:49][C:43]([F:42])=[CH:44][CH:45]=2)=[O:10])=[CH:11][CH:12]=1)(=[O:3])[CH3:2], predict the reactants needed to synthesize it. The reactants are: [C:1]([C:4]1[CH:12]=[CH:11][C:7]([C:8]([OH:10])=O)=[CH:6][CH:5]=1)(=[O:3])[CH3:2].Cl.CN(C)CCCN=C=NCC.C(N(CC)CC)C.ON1C2C=CC=CC=2N=N1.[F:42][C:43]1[CH:49]=[CH:48][C:46]([NH2:47])=[CH:45][CH:44]=1. (4) The reactants are: Cl[C:2]1[N:7]=[CH:6][N:5]=[C:4]([C:8]2[CH:13]=[CH:12][C:11]([C:14]([F:17])([F:16])[F:15])=[CH:10][C:9]=2[NH:18][C:19](=[O:25])[O:20][C:21]([CH3:24])([CH3:23])[CH3:22])[CH:3]=1.[NH2:26][C:27]1[CH:28]=[C:29]2[C:33](=[CH:34][CH:35]=1)[CH2:32][C:31]([CH3:37])([OH:36])[CH2:30]2. Given the product [OH:36][C:31]1([CH3:37])[CH2:30][C:29]2[C:33](=[CH:34][CH:35]=[C:27]([NH:26][C:2]3[N:7]=[CH:6][N:5]=[C:4]([C:8]4[CH:13]=[CH:12][C:11]([C:14]([F:17])([F:16])[F:15])=[CH:10][C:9]=4[NH:18][C:19](=[O:25])[O:20][C:21]([CH3:24])([CH3:23])[CH3:22])[CH:3]=3)[CH:28]=2)[CH2:32]1, predict the reactants needed to synthesize it. (5) Given the product [ClH:1].[CH3:2][N:3]1[C:7]([CH3:8])=[C:6]([C:9]2[CH:18]=[CH:17][CH:16]=[C:15]3[C:10]=2[CH2:11][CH2:12][C@H:13]([NH2:19])[CH2:14]3)[C:5]([CH3:20])=[N:4]1, predict the reactants needed to synthesize it. The reactants are: [ClH:1].[CH3:2][N:3]1[C:7]([CH3:8])=[C:6]([C:9]2[CH:18]=[CH:17][CH:16]=[C:15]3[C:10]=2[CH2:11][CH2:12][C@H:13]([NH2:19])[CH2:14]3)[C:5]([CH3:20])=[N:4]1. (6) The reactants are: [CH:1]1([CH2:6][C@@H:7]([C:13]([NH:15][NH:16][C:17]2[C:22]([F:23])=[C:21]([N:24]3[CH2:33][CH2:32][N:31]4[C@H:26]([CH2:27][O:28][CH2:29][CH2:30]4)[CH2:25]3)[N:20]=[C:19]([CH3:34])[N:18]=2)=[O:14])[CH2:8][N:9]([OH:12])[CH:10]=[O:11])[CH2:5][CH2:4][CH2:3][CH2:2]1.[CH3:35][S:36]([OH:39])(=[O:38])=[O:37]. Given the product [CH3:35][S:36]([OH:39])(=[O:38])=[O:37].[CH:1]1([CH2:6][C@@H:7]([C:13]([NH:15][NH:16][C:17]2[C:22]([F:23])=[C:21]([N:24]3[CH2:33][CH2:32][N:31]4[C@H:26]([CH2:27][O:28][CH2:29][CH2:30]4)[CH2:25]3)[N:20]=[C:19]([CH3:34])[N:18]=2)=[O:14])[CH2:8][N:9]([OH:12])[CH:10]=[O:11])[CH2:5][CH2:4][CH2:3][CH2:2]1, predict the reactants needed to synthesize it. (7) Given the product [Cl:1][C:2]1[CH:11]=[CH:10][C:9]2[O:8][C:7](=[O:12])[CH:6]=[C:5]([O:13][S:26]([C:23]3[CH:24]=[CH:25][C:20]([CH3:30])=[CH:21][CH:22]=3)(=[O:28])=[O:27])[C:4]=2[CH:3]=1, predict the reactants needed to synthesize it. The reactants are: [Cl:1][C:2]1[CH:3]=[C:4]2[C:9](=[CH:10][CH:11]=1)[O:8][C:7](=[O:12])[CH:6]=[C:5]2[OH:13].N1C=CC=CC=1.[C:20]1([CH3:30])[CH:25]=[CH:24][C:23]([S:26](Cl)(=[O:28])=[O:27])=[CH:22][CH:21]=1.